Binary Classification. Given a miRNA mature sequence and a target amino acid sequence, predict their likelihood of interaction. From a dataset of Experimentally validated miRNA-target interactions with 360,000+ pairs, plus equal number of negative samples. (1) The miRNA is hsa-miR-19b-2-5p with sequence AGUUUUGCAGGUUUGCAUUUCA. The protein sequence of the target gene is MATPGSEPQPFVPALSVATLHPLHHPHHHHHHHQHHGGTGAPGGAGGGGGGSGGFNLPLNRGLERALEEAANSGGLNLSARKLKEFPRTAAPGHDLSDTVQADLSKNRLVEVPMELCHFVSLEILNLYHNCIRVIPEAIVNLQMLTYLNLSRNQLSALPACLCGLPLKVLIASNNKLGSLPEEIGQLKQLMELDVSCNEITALPQQIGQLKSLRELNVRRNYLKVLPQELVDLSLVKFDFSCNKVLVIPICFREMKQLQVLLLENNPLQSPPAQICTKGKVHIFKYLSIQACQIKTADSL.... Result: 0 (no interaction). (2) The miRNA is hsa-miR-1183 with sequence CACUGUAGGUGAUGGUGAGAGUGGGCA. The protein sequence of the target gene is MLPAGCSRRLVAELQGALDACAQRQLQLEQSLRVCRRLLHAWEPTGTRALKPPPGPETNGEDPLPACTPSPQDLKELEFLTQALEKAVRVRRGITKAGERDKAPSLKSRSIVTSSGTTASAPPHSPGQAGGHASDTRPTKGLRQTTVPAKGHPERRLLSVGDGTRVGMGARTPRPGAGLRDQQMAPSAAPQAPEAFTLKEKGHLLRLPAAFRKAASQNSSLWAQLSSTQTSDSTDAAAAKTQFLQNMQTASGGPQPRLSAVEVEAEAGRLRKACSLLRLRMREELSAAPMDWMQEYRCLL.... Result: 0 (no interaction).